This data is from Full USPTO retrosynthesis dataset with 1.9M reactions from patents (1976-2016). The task is: Predict the reactants needed to synthesize the given product. (1) Given the product [NH2:1][CH2:2][CH2:3][CH2:4][CH2:5][CH2:6][CH2:7][NH:8][C:9](=[O:15])/[CH:10]=[CH:11]\[C:12]([OH:14])=[O:13], predict the reactants needed to synthesize it. The reactants are: [NH2:1][CH2:2][CH2:3][CH2:4][CH2:5][CH2:6][CH2:7][NH2:8].[C:9]1(=[O:15])[O:14][C:12](=[O:13])[CH:11]=[CH:10]1. (2) The reactants are: [CH3:1][N:2]1[C:6]2[CH:7]=[CH:8][CH:9]=[CH:10][C:5]=2[N:4]=[C:3]1[S:11][CH2:12][C:13]([N:15]1[CH2:23][CH2:22][CH2:21][C@H:16]1[C:17]([O:19]C)=O)=[O:14].[OH-].[Na+].Cl.[NH2:27][C:28]1[CH:33]=[CH:32][CH:31]=[CH:30][C:29]=1[C:34]1[CH:39]=[CH:38][CH:37]=[CH:36][CH:35]=1.P(Cl)(Cl)(Cl)=O. Given the product [C:29]1([C:34]2[CH:35]=[CH:36][CH:37]=[CH:38][CH:39]=2)[CH:30]=[CH:31][CH:32]=[CH:33][C:28]=1[NH:27][C:17](=[O:19])[C@@H:16]1[CH2:21][CH2:22][CH2:23][N:15]1[C:13](=[O:14])[CH2:12][S:11][C:3]1[N:2]([CH3:1])[C:6]2[CH:7]=[CH:8][CH:9]=[CH:10][C:5]=2[N:4]=1, predict the reactants needed to synthesize it. (3) Given the product [C:15]1([NH:14][C:11]2[CH:12]=[CH:13][C:8]([C:7]([NH:6][CH2:5][C:4]([OH:22])=[O:3])=[O:21])=[CH:9][CH:10]=2)[CH:16]=[CH:17][CH:18]=[CH:19][CH:20]=1, predict the reactants needed to synthesize it. The reactants are: C([O:3][C:4](=[O:22])[CH2:5][NH:6][C:7](=[O:21])[C:8]1[CH:13]=[CH:12][C:11]([NH:14][C:15]2[CH:20]=[CH:19][CH:18]=[CH:17][CH:16]=2)=[CH:10][CH:9]=1)C.CO.O.O[Li].O.